The task is: Predict the product of the given reaction.. This data is from Forward reaction prediction with 1.9M reactions from USPTO patents (1976-2016). (1) Given the reactants [CH3:1][C:2]1[N:3]([C:7]2[CH:8]=[C:9]([OH:13])[CH:10]=[CH:11][CH:12]=2)[CH:4]=[CH:5][N:6]=1.[Cl:14][C:15]1[CH:16]=[C:17]([N+:22]([O-:24])=[O:23])[CH:18]=[CH:19][C:20]=1F.C(=O)([O-])[O-].[K+].[K+], predict the reaction product. The product is: [Cl:14][C:15]1[CH:16]=[C:17]([N+:22]([O-:24])=[O:23])[CH:18]=[CH:19][C:20]=1[O:13][C:9]1[CH:8]=[C:7]([N:3]2[CH:4]=[CH:5][N:6]=[C:2]2[CH3:1])[CH:12]=[CH:11][CH:10]=1. (2) Given the reactants [CH3:1][C:2]1[N:6]([C:7]2[CH:27]=[CH:26][C:10]([C:11]([N:13]3[CH2:18][CH2:17][N:16](C(OC(C)(C)C)=O)[CH2:15][CH2:14]3)=[O:12])=[CH:9][CH:8]=2)[C:5]2[CH:28]=[CH:29][CH:30]=[CH:31][C:4]=2[N:3]=1.C(Cl)[Cl:33].Cl, predict the reaction product. The product is: [ClH:33].[CH3:1][C:2]1[N:6]([C:7]2[CH:27]=[CH:26][C:10]([C:11]([N:13]3[CH2:14][CH2:15][NH:16][CH2:17][CH2:18]3)=[O:12])=[CH:9][CH:8]=2)[C:5]2[CH:28]=[CH:29][CH:30]=[CH:31][C:4]=2[N:3]=1. (3) Given the reactants [C:1](OC(=O)C)(=[O:3])[CH3:2].[CH2:8]([O:15][C:16]([C:18]1[C:27]2[C:22](=[CH:23][CH:24]=[CH:25][CH:26]=2)[N:21]=[C:20]([C:28]2[CH:33]=[CH:32][CH:31]=[CH:30][C:29]=2[OH:34])[CH:19]=1)=[O:17])[C:9]1[CH:14]=[CH:13][CH:12]=[CH:11][CH:10]=1, predict the reaction product. The product is: [CH2:8]([O:15][C:16]([C:18]1[C:27]2[C:22](=[CH:23][CH:24]=[CH:25][CH:26]=2)[N:21]=[C:20]([C:28]2[CH:33]=[CH:32][CH:31]=[CH:30][C:29]=2[O:34][C:1](=[O:3])[CH3:2])[CH:19]=1)=[O:17])[C:9]1[CH:14]=[CH:13][CH:12]=[CH:11][CH:10]=1. (4) The product is: [Cl:1][C:2]1[CH:3]=[N:4][C:5]2[N:6]([N:8]=[C:9]([C:11]([N:16]3[CH2:17][CH2:18][C:19]4[C:24](=[CH:23][CH:22]=[C:21]([C:25]5[CH:30]=[CH:29][CH:28]=[CH:27][N:26]=5)[CH:20]=4)[CH:15]3[CH3:14])=[O:13])[CH:10]=2)[CH:7]=1. Given the reactants [Cl:1][C:2]1[CH:3]=[N:4][C:5]2[N:6]([N:8]=[C:9]([C:11]([OH:13])=O)[CH:10]=2)[CH:7]=1.[CH3:14][CH:15]1[C:24]2[C:19](=[CH:20][C:21]([C:25]3[CH:30]=[CH:29][CH:28]=[CH:27][N:26]=3)=[CH:22][CH:23]=2)[CH2:18][CH2:17][NH:16]1, predict the reaction product. (5) Given the reactants [CH:1]1[CH:6]=[C:5](F)[CH:4]=[C:3]([CH2:8][CH:9]([NH2:13])[C:10]([OH:12])=[O:11])[CH:2]=1.N[C@H](C(O)=[O:24])CC1C=CC=CC=1, predict the reaction product. The product is: [CH:1]1[CH:6]=[C:5]([OH:24])[CH:4]=[C:3]([CH2:8][C@H:9]([NH2:13])[C:10]([OH:12])=[O:11])[CH:2]=1. (6) The product is: [Cl:52][C:53]1[CH:54]=[C:55]([N:62]2[CH2:67][CH2:66][N:65]([C:10]([C:9]3[CH:13]=[C:5]([S:2]([CH3:1])(=[O:3])=[O:4])[CH:6]=[CH:7][C:8]=3[N:14]3[CH2:19][CH2:18][O:17][CH2:16][CH2:15]3)=[O:12])[CH2:64][CH2:63]2)[CH:56]=[C:57]([Cl:61])[C:58]=1[O:59][CH3:60]. Given the reactants [CH3:1][S:2]([C:5]1[CH:6]=[CH:7][C:8]([N:14]2[CH2:19][CH2:18][O:17][CH2:16][CH2:15]2)=[C:9]([CH:13]=1)[C:10]([OH:12])=O)(=[O:4])=[O:3].CN(C(ON1N=NC2C=CC=CC1=2)=[N+](C)C)C.F[P-](F)(F)(F)(F)F.C(NC(C)C)(C)C.Cl.[Cl:52][C:53]1[CH:54]=[C:55]([N:62]2[CH2:67][CH2:66][NH:65][CH2:64][CH2:63]2)[CH:56]=[C:57]([Cl:61])[C:58]=1[O:59][CH3:60], predict the reaction product. (7) Given the reactants [C:1]([O:5][C:6]([N:8]1[C:13]2[CH:14]=[C:15]([Cl:19])[C:16]([OH:18])=[CH:17][C:12]=2[O:11][CH:10]([C:20]([N:22]2[CH2:27][CH2:26][C:25]([C:36]#[N:37])([CH2:28][C:29]3[CH:34]=[CH:33][C:32]([F:35])=[CH:31][CH:30]=3)[CH2:24][CH2:23]2)=[O:21])[CH2:9]1)=[O:7])([CH3:4])([CH3:3])[CH3:2].CC([O-])(C)C.[K+].[CH:44](Cl)([F:46])[F:45], predict the reaction product. The product is: [C:1]([O:5][C:6]([N:8]1[C:13]2[CH:14]=[C:15]([Cl:19])[C:16]([O:18][CH:44]([F:46])[F:45])=[CH:17][C:12]=2[O:11][CH:10]([C:20]([N:22]2[CH2:27][CH2:26][C:25]([C:36]#[N:37])([CH2:28][C:29]3[CH:30]=[CH:31][C:32]([F:35])=[CH:33][CH:34]=3)[CH2:24][CH2:23]2)=[O:21])[CH2:9]1)=[O:7])([CH3:4])([CH3:2])[CH3:3]. (8) Given the reactants C1(=O)[N:5]([CH2:6][CH2:7][CH2:8][CH2:9][CH:10]=[CH:11][CH2:12][CH2:13][CH2:14][CH2:15][N:16]2C(=O)C3=CC=CC=C3C2=O)C(=O)C2=CC=CC=C12.NN, predict the reaction product. The product is: [NH2:5][CH2:6][CH2:7][CH2:8][CH2:9][CH:10]=[CH:11][CH2:12][CH2:13][CH2:14][CH2:15][NH2:16]. (9) Given the reactants [CH3:1][O:2][C:3]1[CH:12]=[C:11]2[C:6]([CH2:7][CH2:8][CH2:9][CH:10]2[C:13]([OH:15])=O)=[CH:5][CH:4]=1.[N:16]1([C:21]2[CH:26]=[CH:25][C:24]([CH2:27][NH:28][C:29]3[CH:34]=[CH:33][C:32]([CH:35]([CH3:37])[CH3:36])=[CH:31][CH:30]=3)=[CH:23][CH:22]=2)[CH:20]=[CH:19][N:18]=[CH:17]1, predict the reaction product. The product is: [N:16]1([C:21]2[CH:22]=[CH:23][C:24]([CH2:27][N:28]([C:29]3[CH:30]=[CH:31][C:32]([CH:35]([CH3:37])[CH3:36])=[CH:33][CH:34]=3)[C:13]([CH:10]3[C:11]4[C:6](=[CH:5][CH:4]=[C:3]([O:2][CH3:1])[CH:12]=4)[CH2:7][CH2:8][CH2:9]3)=[O:15])=[CH:25][CH:26]=2)[CH:20]=[CH:19][N:18]=[CH:17]1. (10) Given the reactants [C:1]1([C:7]2([C:10]3[N:15]=[C:14]4[S:16][CH:17]=[N:18][C:13]4=[CH:12][CH:11]=3)[CH2:9][CH2:8]2)[CH:6]=[CH:5][CH:4]=[CH:3][CH:2]=1.Br[C:20]1[CH:27]=[CH:26][C:23]([C:24]#[N:25])=[CH:22][C:21]=1[CH3:28].C(=O)([O-])[O-].[Cs+].[Cs+], predict the reaction product. The product is: [CH3:28][C:21]1[CH:22]=[C:23]([CH:26]=[CH:27][C:20]=1[C:17]1[S:16][C:14]2[C:13]([N:18]=1)=[CH:12][CH:11]=[C:10]([C:7]1([C:1]3[CH:6]=[CH:5][CH:4]=[CH:3][CH:2]=3)[CH2:8][CH2:9]1)[N:15]=2)[C:24]#[N:25].